From a dataset of Forward reaction prediction with 1.9M reactions from USPTO patents (1976-2016). Predict the product of the given reaction. (1) Given the reactants [NH2:1][C:2]([CH3:7])([CH2:5][F:6])[C:3]#[N:4].ON1C2N=CC=CC=2N=N1.CN(C)CCCN=C=NCC.Cl.[C:30]([C:32]1[CH:33]=[N:34][C:35]2[C:40]([CH:41]=1)=[CH:39][C:38]([O:42][CH:43]([S:47][CH3:48])[C:44](O)=[O:45])=[CH:37][CH:36]=2)#[CH:31], predict the reaction product. The product is: [C:3]([C:2]([NH:1][C:44](=[O:45])[CH:43]([O:42][C:38]1[CH:39]=[C:40]2[C:35](=[CH:36][CH:37]=1)[N:34]=[CH:33][C:32]([C:30]#[CH:31])=[CH:41]2)[S:47][CH3:48])([CH3:7])[CH2:5][F:6])#[N:4]. (2) Given the reactants [CH:1]([NH2:4])([CH3:3])[CH3:2].N1C=CC=CC=1.CN(C1C=CC=CN=1)C.[F:20][C:21]([F:32])([F:31])[C:22](O[C:22](=[O:23])[C:21]([F:32])([F:31])[F:20])=[O:23], predict the reaction product. The product is: [F:20][C:21]([F:32])([F:31])[C:22]([NH:4][CH:1]([CH3:3])[CH3:2])=[O:23]. (3) The product is: [CH3:15][O:16][C:17]1[C:18]([OH:25])=[C:19]([C:20]2[NH:1][N:2]=[C:3]([C:5]3[CH:10]=[CH:9][C:8]([C:11]([F:12])([F:13])[F:14])=[CH:7][N:6]=3)[N:4]=2)[CH:22]=[CH:23][CH:24]=1. Given the reactants [NH2:1][NH:2][C:3]([C:5]1[CH:10]=[CH:9][C:8]([C:11]([F:14])([F:13])[F:12])=[CH:7][N:6]=1)=[NH:4].[CH3:15][O:16][C:17]1[C:18]([OH:25])=[C:19]([CH:22]=[CH:23][CH:24]=1)[CH:20]=O, predict the reaction product. (4) Given the reactants [NH2:1][C:2]1[CH:3]=[CH:4][CH:5]=[C:6]2[C:11]=1[CH2:10][CH:9]([CH2:12][OH:13])[CH2:8][CH2:7]2.[Cl:14][C:15]1[CH:20]=[CH:19][C:18]([N:21]=[C:22]=[O:23])=[CH:17][C:16]=1[C:24]([F:27])([F:26])[F:25], predict the reaction product. The product is: [Cl:14][C:15]1[CH:20]=[CH:19][C:18]([NH:21][C:22]([NH:1][C:2]2[C:11]3[CH2:10][CH:9]([CH2:12][OH:13])[CH2:8][CH2:7][C:6]=3[CH:5]=[CH:4][CH:3]=2)=[O:23])=[CH:17][C:16]=1[C:24]([F:25])([F:26])[F:27]. (5) Given the reactants [CH3:1][O:2][C:3]1[C:8]2[O:9][C:10]3([O:16][C:7]=2[C:6]([C:17](OC)=[O:18])=[CH:5][CH:4]=1)[CH2:15][CH2:14][O:13][CH2:12][CH2:11]3.[Cl:21][C:22]1[CH:23]=[N:24][CH:25]=[C:26]([Cl:29])[C:27]=1[CH3:28].C[Si]([N-][Si](C)(C)C)(C)C.[Li+].[NH4+].[Cl-], predict the reaction product. The product is: [Cl:21][C:22]1[CH:23]=[N:24][CH:25]=[C:26]([Cl:29])[C:27]=1[CH2:28][C:17]([C:6]1[C:7]2[O:16][C:10]3([CH2:11][CH2:12][O:13][CH2:14][CH2:15]3)[O:9][C:8]=2[C:3]([O:2][CH3:1])=[CH:4][CH:5]=1)=[O:18]. (6) Given the reactants [F:1][C:2]([F:19])([F:18])[CH:3]([OH:17])[CH2:4][CH2:5]OS(C1C=CC(C)=CC=1)(=O)=O.[N-:20]=[N+:21]=[N-:22].[Na+], predict the reaction product. The product is: [N:20]([CH2:5][CH2:4][CH:3]([OH:17])[C:2]([F:19])([F:18])[F:1])=[N+:21]=[N-:22]. (7) Given the reactants [CH:1]1([C:7]2[CH:30]=[CH:29][C:10]([C:11]([N:13]3[CH2:16][CH:15]([N:17]4[CH2:22][CH2:21][N:20](C(=O)C(F)(F)F)[CH2:19][CH2:18]4)[CH2:14]3)=[O:12])=[CH:9][CH:8]=2)[CH2:6][CH2:5][CH2:4][CH2:3][CH2:2]1.C([O-])([O-])=O.[K+].[K+], predict the reaction product. The product is: [CH:1]1([C:7]2[CH:8]=[CH:9][C:10]([C:11]([N:13]3[CH2:16][CH:15]([N:17]4[CH2:18][CH2:19][NH:20][CH2:21][CH2:22]4)[CH2:14]3)=[O:12])=[CH:29][CH:30]=2)[CH2:2][CH2:3][CH2:4][CH2:5][CH2:6]1. (8) Given the reactants [CH3:1][C:2]([C:9]1[CH:14]=[CH:13][C:12]([C:15](=[O:33])[NH:16][C:17]2[CH:22]=[C:21]([C:23]3[CH:28]=[CH:27][CH:26]=[CH:25][CH:24]=3)[N:20]3[N:29]=[C:30]([CH3:32])[CH:31]=[C:19]3[N:18]=2)=[CH:11][CH:10]=1)([CH3:8])[CH2:3][C:4]([O:6]C)=[O:5].[OH-].[Li+], predict the reaction product. The product is: [CH3:8][C:2]([C:9]1[CH:10]=[CH:11][C:12]([C:15](=[O:33])[NH:16][C:17]2[CH:22]=[C:21]([C:23]3[CH:24]=[CH:25][CH:26]=[CH:27][CH:28]=3)[N:20]3[N:29]=[C:30]([CH3:32])[CH:31]=[C:19]3[N:18]=2)=[CH:13][CH:14]=1)([CH3:1])[CH2:3][C:4]([OH:6])=[O:5]. (9) Given the reactants C([N:20]1[CH:24]=[C:23]([C:25]2[CH:40]=[CH:39][CH:38]=[CH:37][C:26]=2[O:27][CH2:28][CH2:29][C:30]2[CH:36]=[CH:35][C:33]([NH2:34])=[CH:32][CH:31]=2)[N:22]=[CH:21]1)(C1C=CC=CC=1)(C1C=CC=CC=1)C1C=CC=CC=1.Cl[C:42](Cl)([O:44]C(=O)OC(Cl)(Cl)Cl)Cl.C(N(CC)CC)C.[O:60]1[CH2:65][CH2:64][CH:63]([NH:66][OH:67])[CH2:62][CH2:61]1, predict the reaction product. The product is: [NH:20]1[CH:24]=[C:23]([C:25]2[CH:40]=[CH:39][CH:38]=[CH:37][C:26]=2[O:27][CH2:28][CH2:29][C:30]2[CH:31]=[CH:32][C:33]([NH:34][C:42](=[O:44])[N:66]([OH:67])[CH:63]3[CH2:64][CH2:65][O:60][CH2:61][CH2:62]3)=[CH:35][CH:36]=2)[N:22]=[CH:21]1.